Predict which catalyst facilitates the given reaction. From a dataset of Catalyst prediction with 721,799 reactions and 888 catalyst types from USPTO. (1) Reactant: Cl.[Cl:2][C:3]1[CH:4]=[C:5]([CH:9]=[CH:10][CH:11]=1)[C:6](=[NH:8])[NH2:7].C(N(CC)CC)C.C[O:20][C:21]([CH:23]1[CH2:27][CH2:26][CH2:25][C:24]1=O)=O. Product: [Cl:2][C:3]1[CH:4]=[C:5]([C:6]2[N:7]=[C:21]([OH:20])[C:23]3[CH2:27][CH2:26][CH2:25][C:24]=3[N:8]=2)[CH:9]=[CH:10][CH:11]=1. The catalyst class is: 8. (2) Reactant: C(N=C=S)(=O)C1C=CC=CC=1.[NH:12]1[CH:16]=[CH:15][N:14]=[C:13]1[CH2:17][N:18]1[C:23]2[CH:24]=[CH:25][NH:26][C:22]=2[C:21](=[O:27])[NH:20][C:19]1=[S:28].N1C=CN=C1CNC1C=CNC=1C(OCC)=O. Product: [NH:12]1[CH:16]=[CH:15][N:14]=[C:13]1[CH2:17][N:18]1[C:23]2[CH:24]=[CH:25][NH:26][C:22]=2[C:21](=[O:27])[NH:20][C:19]1=[S:28]. The catalyst class is: 61. (3) Product: [OH:26][NH:25][C:18](=[O:19])/[CH:17]=[CH:16]/[C:11]1[CH:12]=[CH:13][CH:14]=[CH:15][C:10]=1[NH:9][CH2:8][C:7]1[CH:22]=[CH:23][CH:24]=[C:5]([CH2:4][CH2:3][CH2:2][OH:1])[CH:6]=1. Reactant: [OH:1][CH2:2][CH2:3][CH2:4][C:5]1[CH:6]=[C:7]([CH:22]=[CH:23][CH:24]=1)[CH2:8][NH:9][C:10]1[CH:15]=[CH:14][CH:13]=[CH:12][C:11]=1/[CH:16]=[CH:17]/[C:18](OC)=[O:19].[NH2:25][OH:26].[OH-].[Na+]. The catalyst class is: 36. (4) Reactant: [N:1]1([CH2:7][CH2:8][CH2:9][N:10]2[C:16](=[O:17])[CH2:15][CH2:14][NH:13][CH2:12][CH2:11]2)[CH2:6][CH2:5][CH2:4][CH2:3][CH2:2]1.I[C:19]1[CH:20]=[C:21]([C:25]([F:28])([F:27])[F:26])[CH:22]=[CH:23][CH:24]=1.C1(P(C2C=CC=CC=2)C2C=CC3C(=CC=CC=3)C=2C2C3C(=CC=CC=3)C=CC=2P(C2C=CC=CC=2)C2C=CC=CC=2)C=CC=CC=1.C(=O)([O-])[O-].[Cs+].[Cs+]. Product: [N:1]1([CH2:7][CH2:8][CH2:9][N:10]2[C:16](=[O:17])[CH2:15][CH2:14][N:13]([C:19]3[CH:24]=[CH:23][CH:22]=[C:21]([C:25]([F:28])([F:27])[F:26])[CH:20]=3)[CH2:12][CH2:11]2)[CH2:2][CH2:3][CH2:4][CH2:5][CH2:6]1. The catalyst class is: 222. (5) The catalyst class is: 448. Reactant: [NH2:1][CH:2]([CH2:5][OH:6])[CH2:3][OH:4].[C:7]12(CS(O)(=O)=O)C(C)(C)C(C[CH2:13]1)C[C:8]2=O.COC(C)=C.[OH-].[Na+]. Product: [CH3:8][C:7]1([CH3:13])[O:6][CH2:5][CH:2]([NH2:1])[CH2:3][O:4]1.